The task is: Predict the reaction yield, written as a fraction of the theoretical maximum amount of product (1.0 means a 100% yield; for example, 0.34 means a 34% yield).. This data is from Reaction yield outcomes from USPTO patents with 853,638 reactions. (1) The reactants are [C:1](N1C=CN=C1)(N1C=CN=C1)=[O:2].C(N(CC)CC)C.Cl.[CH3:21][O:22][NH2:23].[NH2:24][C:25]1[CH:30]=[CH:29][C:28]([C:31]2[S:58][C:34]3[N:35]([CH2:49][C:50]4[C:55]([F:56])=[CH:54][CH:53]=[CH:52][C:51]=4[F:57])[C:36](=[O:48])[N:37]([C:40]4[N:41]=[N:42][C:43]([O:46][CH3:47])=[CH:44][CH:45]=4)[C:38](=[O:39])[C:33]=3[C:32]=2[CH2:59][N:60]([CH3:62])[CH3:61])=[CH:27][CH:26]=1. The catalyst is O1CCCC1.O.C(#N)C. The product is [F:57][C:51]1[CH:52]=[CH:53][CH:54]=[C:55]([F:56])[C:50]=1[CH2:49][N:35]1[C:34]2[S:58][C:31]([C:28]3[CH:29]=[CH:30][C:25]([NH:24][C:1]([NH:23][O:22][CH3:21])=[O:2])=[CH:26][CH:27]=3)=[C:32]([CH2:59][N:60]([CH3:61])[CH3:62])[C:33]=2[C:38](=[O:39])[N:37]([C:40]2[N:41]=[N:42][C:43]([O:46][CH3:47])=[CH:44][CH:45]=2)[C:36]1=[O:48]. The yield is 0.932. (2) The reactants are [NH2:1][CH:2]1[CH2:7][CH2:6][CH:5]([C:8]([OH:17])([C:13]([F:16])([F:15])[F:14])[C:9]([F:12])([F:11])[F:10])[CH2:4][CH2:3]1.[CH2:18]([O:20][C:21](=[O:30])[C:22](=O)[C:23]1[CH:28]=[CH:27][CH:26]=[CH:25][CH:24]=1)[CH3:19].C([BH3-])#N.[Na+].C([O-])(O)=O.[Na+]. The catalyst is CCO.CCOCC. The product is [CH2:18]([O:20][C:21](=[O:30])[CH:22]([C:23]1[CH:28]=[CH:27][CH:26]=[CH:25][CH:24]=1)[NH:1][C@H:2]1[CH2:3][CH2:4][C@@H:5]([C:8]([OH:17])([C:13]([F:14])([F:15])[F:16])[C:9]([F:11])([F:12])[F:10])[CH2:6][CH2:7]1)[CH3:19].[CH2:18]([O:20][C:21](=[O:30])[CH:22]([C:23]1[CH:28]=[CH:27][CH:26]=[CH:25][CH:24]=1)[NH:1][C@H:2]1[CH2:3][CH2:4][C@H:5]([C:8]([OH:17])([C:13]([F:14])([F:15])[F:16])[C:9]([F:11])([F:12])[F:10])[CH2:6][CH2:7]1)[CH3:19]. The yield is 0.250. (3) The reactants are [Br:1][C:2]1[CH:3]=[CH:4][C:5]([N:8]2[CH2:12][CH2:11][CH:10]([N:13](C)C)[CH2:9]2)=[N:6][CH:7]=1.CS(OC1CCN(C2C=CC(Br)=CN=2)C1)(=O)=O.N.CCN(C(C)C)C(C)C. No catalyst specified. The product is [Br:1][C:2]1[CH:3]=[CH:4][C:5]([N:8]2[CH2:12][CH2:11][CH:10]([NH2:13])[CH2:9]2)=[N:6][CH:7]=1. The yield is 0.400. (4) The reactants are [CH3:1][O:2][C:3]1[CH:10]=[CH:9][C:6]([CH2:7]Cl)=[CH:5][CH:4]=1.[N-:11]=[N+:12]=[N-:13].[Na+]. The catalyst is CN(C)C=O.O. The product is [N:11]([CH2:7][C:6]1[CH:9]=[CH:10][C:3]([O:2][CH3:1])=[CH:4][CH:5]=1)=[N+:12]=[N-:13]. The yield is 0.990. (5) The reactants are F[C:2]1[CH:9]=[CH:8][C:7]([CH:10]=[O:11])=[CH:6][C:3]=1[C:4]#[N:5].C([O-])([O-])=O.[K+].[K+].[N+:18]([C:21]1[N:25]=[CH:24][NH:23][N:22]=1)([O-:20])=[O:19]. The catalyst is CN(C=O)C.O. The product is [CH:10]([C:7]1[CH:8]=[CH:9][C:2]([N:23]2[CH:24]=[N:25][C:21]([N+:18]([O-:20])=[O:19])=[N:22]2)=[C:3]([CH:6]=1)[C:4]#[N:5])=[O:11]. The yield is 0.450. (6) The reactants are [Cl:1][C:2]1[CH:6]=[CH:5][S:4][C:3]=1[C:7]1[O:8][C:9]2[C:10](=[C:12]([C:16]([OH:18])=O)[CH:13]=[CH:14][CH:15]=2)[N:11]=1.Cl.Cl.[NH2:21][CH:22]1[CH2:29][CH:28]2[N:30]([CH3:31])[CH:24]([CH2:25][CH2:26][CH2:27]2)[CH2:23]1.Cl.C(N=C=NCCCN(C)C)C.ON1C2C=CC=CC=2N=N1.C(N(CC)CC)C. The catalyst is CN(C=O)C.ClCCl. The product is [CH3:31][N:30]1[CH:24]2[CH2:25][CH2:26][CH2:27][CH:28]1[CH2:29][CH:22]([NH:21][C:16]([C:12]1[CH:13]=[CH:14][CH:15]=[C:9]3[O:8][C:7]([C:3]4[S:4][CH:5]=[CH:6][C:2]=4[Cl:1])=[N:11][C:10]=13)=[O:18])[CH2:23]2. The yield is 0.510. (7) The yield is 0.380. The reactants are [Cl:1][C:2]1[CH:3]=[C:4]([C:8]#[CH:9])[CH:5]=[CH:6][CH:7]=1.[CH2:10]([O:12][C:13]([N:15]1[CH2:20][CH2:19][NH:18][CH2:17][CH2:16]1)=[O:14])[CH3:11].[CH:21](=O)[CH2:22][CH2:23][CH3:24]. The product is [CH2:10]([O:12][C:13]([N:15]1[CH2:16][CH2:17][N:18]([CH:21]([C:9]#[C:8][C:4]2[CH:5]=[CH:6][CH:7]=[C:2]([Cl:1])[CH:3]=2)[CH2:22][CH2:23][CH3:24])[CH2:19][CH2:20]1)=[O:14])[CH3:11]. The catalyst is [Au](Br)(Br)Br.